This data is from Forward reaction prediction with 1.9M reactions from USPTO patents (1976-2016). The task is: Predict the product of the given reaction. (1) The product is: [NH:28]1[C:25]2[CH:26]=[CH:27][CH:29]=[CH:23][C:24]=2[N:13]=[C:12]1[C@H:8]([NH:9][C:10]([NH:11][CH:15]([CH2:14][CH3:19])[CH2:16][CH3:17])=[O:20])[CH2:7][C:6]1[CH:21]=[CH:22][C:3]([O:2][CH3:1])=[CH:4][CH:5]=1. Given the reactants [CH3:1][O:2][C:3]1[CH:22]=[CH:21][C:6]([CH2:7][C@@H:8]2[C:12]3=[N:13][C:14]4[CH:19]=C[CH:17]=[CH:16][C:15]=4[N:11]3[C:10](=[O:20])[NH:9]2)=[CH:5][CH:4]=1.[CH3:23][CH2:24][CH:25]([NH2:28])[CH2:26][CH3:27].[C:29](O)(C(F)(F)F)=O, predict the reaction product. (2) Given the reactants [C:1]([C:5]1[CH:6]=[C:7]([C:15](=O)[CH2:16][CH2:17][C:18](=O)[CH3:19])[CH:8]=[C:9]([C:11]([CH3:14])([CH3:13])[CH3:12])[CH:10]=1)([CH3:4])([CH3:3])[CH3:2].[CH:22]1([CH2:28][NH2:29])[CH2:27][CH2:26][CH2:25][CH2:24][CH2:23]1, predict the reaction product. The product is: [CH:22]1([CH2:28][N:29]2[C:18]([CH3:19])=[CH:17][CH:16]=[C:15]2[C:7]2[CH:6]=[C:5]([C:1]([CH3:4])([CH3:3])[CH3:2])[CH:10]=[C:9]([C:11]([CH3:14])([CH3:13])[CH3:12])[CH:8]=2)[CH2:27][CH2:26][CH2:25][CH2:24][CH2:23]1. (3) Given the reactants [NH2:1][C:2]1[CH:3]=[C:4]([CH:9]=[CH:10][C:11]=1[F:12])[C:5]([O:7][CH3:8])=[O:6].N1C=CC=CC=1.[F:19][C:20]1[CH:25]=[CH:24][C:23]([F:26])=[CH:22][C:21]=1[S:27](Cl)(=[O:29])=[O:28], predict the reaction product. The product is: [F:19][C:20]1[CH:25]=[CH:24][C:23]([F:26])=[CH:22][C:21]=1[S:27]([NH:1][C:2]1[CH:3]=[C:4]([CH:9]=[CH:10][C:11]=1[F:12])[C:5]([O:7][CH3:8])=[O:6])(=[O:29])=[O:28]. (4) Given the reactants [NH2:1][C:2]1[C:3]2[C:10]([N+:11]([O-])=O)=[CH:9][N:8]([C@@H:14]3[O:27][C@H:26]([CH2:28][O:29][C:30](=[O:32])[CH3:31])[C@@H:20]([O:21][C:22](=[O:25])[CH2:23][CH3:24])[C@H:15]3[O:16][C:17](=[O:19])[CH3:18])[C:4]=2[N:5]=[CH:6][N:7]=1.[C:33](O[C:33]([O:35][C:36]([CH3:39])([CH3:38])[CH3:37])=[O:34])([O:35][C:36]([CH3:39])([CH3:38])[CH3:37])=[O:34], predict the reaction product. The product is: [NH2:1][C:2]1[C:3]2[C:10]([NH:11][C:33]([O:35][C:36]([CH3:39])([CH3:38])[CH3:37])=[O:34])=[CH:9][N:8]([C@@H:14]3[O:27][C@H:26]([CH2:28][O:29][C:30](=[O:32])[CH3:31])[C@@H:20]([O:21][C:22](=[O:25])[CH2:23][CH3:24])[C@H:15]3[O:16][C:17](=[O:19])[CH3:18])[C:4]=2[N:5]=[CH:6][N:7]=1. (5) Given the reactants [CH:1]1([C:7]2[C:8]3[C:13]([N:14]4[C:19]=2[C:18]2[CH:20]=[CH:21][CH:22]=[CH:23][C:17]=2[O:16][CH2:15]4)=[CH:12][C:11]([C:24]([O:26]C)=[O:25])=[CH:10][CH:9]=3)[CH2:6][CH2:5][CH2:4][CH2:3][CH2:2]1.[OH-].[Na+].Cl, predict the reaction product. The product is: [CH:1]1([C:7]2[C:8]3[C:13]([N:14]4[C:19]=2[C:18]2[CH:20]=[CH:21][CH:22]=[CH:23][C:17]=2[O:16][CH2:15]4)=[CH:12][C:11]([C:24]([OH:26])=[O:25])=[CH:10][CH:9]=3)[CH2:2][CH2:3][CH2:4][CH2:5][CH2:6]1. (6) Given the reactants [Br:1][C:2]1[CH:3]=[N:4][C:5]2[N:6]([N:8]=[C:9]([C:11]([OH:13])=O)[CH:10]=2)[CH:7]=1.[CH2:14]([N:16]([CH2:28][CH3:29])[C:17]1[CH:18]=[CH:19][CH:20]=[C:21]2[C:26]=1[CH:25]([CH3:27])[NH:24][CH2:23][CH2:22]2)[CH3:15], predict the reaction product. The product is: [Br:1][C:2]1[CH:3]=[N:4][C:5]2[N:6]([N:8]=[C:9]([C:11]([N:24]3[CH2:23][CH2:22][C:21]4[C:26](=[C:17]([N:16]([CH2:28][CH3:29])[CH2:14][CH3:15])[CH:18]=[CH:19][CH:20]=4)[CH:25]3[CH3:27])=[O:13])[CH:10]=2)[CH:7]=1. (7) Given the reactants [Cl:1][C:2]1[CH:7]=[CH:6][C:5]([NH2:8])=[C:4](I)[CH:3]=1.C(N(CC)CC)C.[C:17]([Si:19]([CH3:22])([CH3:21])[CH3:20])#[CH:18], predict the reaction product. The product is: [Cl:1][C:2]1[CH:7]=[CH:6][C:5]([NH:8][C:18]#[C:17][Si:19]([CH3:22])([CH3:21])[CH3:20])=[CH:4][CH:3]=1. (8) Given the reactants [N:1]1[C:10]2[C:5](=[CH:6][C:7]([CH:11]=O)=[CH:8][CH:9]=2)[CH:4]=[CH:3][CH:2]=1.[C:13]12([NH2:23])[CH2:22][CH:17]3[CH2:18][CH:19]([CH2:21][CH:15]([CH2:16]3)[CH2:14]1)[CH2:20]2, predict the reaction product. The product is: [C:13]12([NH:23][CH2:11][C:7]3[CH:6]=[C:5]4[C:10](=[CH:9][CH:8]=3)[N:1]=[CH:2][CH:3]=[CH:4]4)[CH2:20][CH:19]3[CH2:18][CH:17]([CH2:16][CH:15]([CH2:21]3)[CH2:14]1)[CH2:22]2. (9) Given the reactants [Cl:1][C:2]1[CH:3]=[CH:4][C:5]([NH:20][CH2:21][C:22]2[CH:27]=[CH:26][C:25]([O:28][CH3:29])=[CH:24][C:23]=2[O:30][CH3:31])=[C:6]([CH:8]([C:10]2[CH:15]=[CH:14][CH:13]=[C:12]([CH2:16][CH3:17])[C:11]=2[O:18][CH3:19])[OH:9])[CH:7]=1.C(=O)([O-])O.[Na+].Cl/[C:38](=[CH:44]\[C:45]([O-])=[O:46])/[C:39]([O:41][CH2:42][CH3:43])=[O:40], predict the reaction product. The product is: [Cl:1][C:2]1[CH:3]=[CH:4][C:5]([N:20]([CH2:21][C:22]2[CH:27]=[CH:26][C:25]([O:28][CH3:29])=[CH:24][C:23]=2[O:30][CH3:31])[C:45](=[O:46])/[CH:44]=[CH:38]/[C:39]([O:41][CH2:42][CH3:43])=[O:40])=[C:6]([CH:8]([C:10]2[CH:15]=[CH:14][CH:13]=[C:12]([CH2:16][CH3:17])[C:11]=2[O:18][CH3:19])[OH:9])[CH:7]=1. (10) Given the reactants [F:1][C:2]1[CH:3]=[C:4]([CH:22]=[CH:23][C:24]=1[F:25])[O:5][CH:6]1[CH2:11][CH2:10][N:9]([C:12](=O)[C@@H:13]([NH2:20])[C:14]2[CH:19]=[CH:18][CH:17]=[CH:16][CH:15]=2)[CH2:8][CH2:7]1.B, predict the reaction product. The product is: [F:1][C:2]1[CH:3]=[C:4]([CH:22]=[CH:23][C:24]=1[F:25])[O:5][CH:6]1[CH2:7][CH2:8][N:9]([CH2:12][C@@H:13]([NH2:20])[C:14]2[CH:19]=[CH:18][CH:17]=[CH:16][CH:15]=2)[CH2:10][CH2:11]1.